This data is from Full USPTO retrosynthesis dataset with 1.9M reactions from patents (1976-2016). The task is: Predict the reactants needed to synthesize the given product. (1) The reactants are: C([O:3][P:4]([CH2:9][NH:10][S:11]([C:14]1[S:15][C:16]2[C:22]([Cl:23])=[C:21]([O:24][CH2:25][CH2:26][Cl:27])[C:20]([O:28][CH2:29][CH2:30][Cl:31])=[C:19]([Cl:32])[C:17]=2[CH:18]=1)(=[O:13])=[O:12])(=[O:8])[O:5]CC)C.C[Si](Br)(C)C. Given the product [Cl:32][C:19]1[C:17]2[CH:18]=[C:14]([S:11]([NH:10][CH2:9][P:4](=[O:3])([OH:5])[OH:8])(=[O:13])=[O:12])[S:15][C:16]=2[C:22]([Cl:23])=[C:21]([O:24][CH2:25][CH2:26][Cl:27])[C:20]=1[O:28][CH2:29][CH2:30][Cl:31], predict the reactants needed to synthesize it. (2) Given the product [Cl:1][C:2]1[CH:3]=[CH:4][C:5]([C:8]2[N:13]=[CH:12][N:11]=[C:10]([CH2:14][CH2:15][CH2:16][NH:17][C:18](=[O:23])[O:19][CH2:20][C:21]([NH:25][CH3:24])=[O:22])[CH:9]=2)=[CH:6][CH:7]=1, predict the reactants needed to synthesize it. The reactants are: [Cl:1][C:2]1[CH:7]=[CH:6][C:5]([C:8]2[N:13]=[CH:12][N:11]=[C:10]([CH2:14][CH2:15][CH2:16][N:17]3[C:21](=[O:22])[CH2:20][O:19][C:18]3=[O:23])[CH:9]=2)=[CH:4][CH:3]=1.[CH3:24][NH2:25]. (3) Given the product [CH3:30][N:31]([CH2:33][CH2:34][CH2:35][N:36]1[C:37]2[CH:38]=[CH:39][CH:40]=[CH:41][C:42]=2[CH2:43][CH2:44][C:45]2[CH:50]=[CH:49][CH:48]=[CH:47][C:46]1=2)[CH3:32].[CH:1]1[CH:2]=[CH:3][C:4]2[C:5](=[CH:7][C:8]([C:27]([OH:29])=[O:28])=[C:9]([OH:26])[C:10]=2[CH2:11][C:12]2[C:21]([OH:22])=[C:20]([C:23]([OH:25])=[O:24])[CH:19]=[C:18]3[C:13]=2[CH:14]=[CH:15][CH:16]=[CH:17]3)[CH:6]=1, predict the reactants needed to synthesize it. The reactants are: [CH:1]1[CH:2]=[CH:3][C:4]2[C:5](=[CH:7][C:8]([C:27]([OH:29])=[O:28])=[C:9]([OH:26])[C:10]=2[CH2:11][C:12]2[C:21]([OH:22])=[C:20]([C:23]([OH:25])=[O:24])[CH:19]=[C:18]3[C:13]=2[CH:14]=[CH:15][CH:16]=[CH:17]3)[CH:6]=1.[CH3:30][N:31]([CH2:33][CH2:34][CH2:35][N:36]1[C:46]2[CH:47]=[CH:48][CH:49]=[CH:50][C:45]=2[CH2:44][CH2:43][C:42]2[CH:41]=[CH:40][CH:39]=[CH:38][C:37]1=2)[CH3:32]. (4) Given the product [CH3:8][O:7][C:5](=[O:6])[C@H:2]([CH3:1])[CH2:3][O:4][Si:14]([C:27]([CH3:30])([CH3:29])[CH3:28])([C:21]1[CH:22]=[CH:23][CH:24]=[CH:25][CH:26]=1)[C:15]1[CH:20]=[CH:19][CH:18]=[CH:17][CH:16]=1, predict the reactants needed to synthesize it. The reactants are: [CH3:1][C@@H:2]([C:5]([O:7][CH3:8])=[O:6])[CH2:3][OH:4].N1C=CN=C1.[Si:14](Cl)([C:27]([CH3:30])([CH3:29])[CH3:28])([C:21]1[CH:26]=[CH:25][CH:24]=[CH:23][CH:22]=1)[C:15]1[CH:20]=[CH:19][CH:18]=[CH:17][CH:16]=1. (5) Given the product [F:9][C:8]([F:11])([F:10])[C:5]1[CH:6]=[CH:7][C:2]([C:13]2[O:12][C:16]3[CH:17]=[CH:18][CH:19]=[CH:20][C:15]=3[CH:14]=2)=[N:3][CH:4]=1, predict the reactants needed to synthesize it. The reactants are: Cl[C:2]1[CH:7]=[CH:6][C:5]([C:8]([F:11])([F:10])[F:9])=[CH:4][N:3]=1.[O:12]1[C:16]2[CH:17]=[CH:18][CH:19]=[CH:20][C:15]=2[CH:14]=[C:13]1B(O)O.C1(C)C=CC=CC=1.C(=O)([O-])[O-].[Na+].[Na+]. (6) Given the product [CH:10]([C@@H:11]1[C@@H:16]([C:17]2[CH:18]=[CH:19][C:20]([C:21]([O:23][CH3:24])=[O:22])=[CH:25][CH:26]=2)[C@H:15]([O:27][Si:28]([CH:35]([CH3:37])[CH3:36])([CH:29]([CH3:31])[CH3:30])[CH:32]([CH3:33])[CH3:34])[CH2:14][N:13]([S:38]([C:41]2[CH:42]=[CH:43][C:44]([CH3:47])=[CH:45][CH:46]=2)(=[O:40])=[O:39])[CH2:12]1)=[O:9], predict the reactants needed to synthesize it. The reactants are: C[N+]1([O-])CCOCC1.[OH:9][CH2:10][C@@H:11]1[C@@H:16]([C:17]2[CH:26]=[CH:25][C:20]([C:21]([O:23][CH3:24])=[O:22])=[CH:19][CH:18]=2)[C@H:15]([O:27][Si:28]([CH:35]([CH3:37])[CH3:36])([CH:32]([CH3:34])[CH3:33])[CH:29]([CH3:31])[CH3:30])[CH2:14][N:13]([S:38]([C:41]2[CH:46]=[CH:45][C:44]([CH3:47])=[CH:43][CH:42]=2)(=[O:40])=[O:39])[CH2:12]1. (7) Given the product [C:13]([O:17][C:18](=[O:23])[NH:19][CH2:20][CH2:21][NH:22][CH:7]1[CH2:8][CH2:9][N:4]([CH2:3][C:2]([F:12])([F:11])[F:1])[CH2:5][CH2:6]1)([CH3:16])([CH3:14])[CH3:15], predict the reactants needed to synthesize it. The reactants are: [F:1][C:2]([F:12])([F:11])[CH2:3][N:4]1[CH2:9][CH2:8][C:7](=O)[CH2:6][CH2:5]1.[C:13]([O:17][C:18](=[O:23])[NH:19][CH2:20][CH2:21][NH2:22])([CH3:16])([CH3:15])[CH3:14].